Dataset: NCI-60 drug combinations with 297,098 pairs across 59 cell lines. Task: Regression. Given two drug SMILES strings and cell line genomic features, predict the synergy score measuring deviation from expected non-interaction effect. (1) Drug 1: CC1=C(C=C(C=C1)NC2=NC=CC(=N2)N(C)C3=CC4=NN(C(=C4C=C3)C)C)S(=O)(=O)N.Cl. Drug 2: CC(C1=C(C=CC(=C1Cl)F)Cl)OC2=C(N=CC(=C2)C3=CN(N=C3)C4CCNCC4)N. Cell line: SNB-19. Synergy scores: CSS=6.45, Synergy_ZIP=0.557, Synergy_Bliss=1.96, Synergy_Loewe=-3.42, Synergy_HSA=0.442. (2) Drug 1: COC1=C(C=C2C(=C1)N=CN=C2NC3=CC(=C(C=C3)F)Cl)OCCCN4CCOCC4. Drug 2: COCCOC1=C(C=C2C(=C1)C(=NC=N2)NC3=CC=CC(=C3)C#C)OCCOC.Cl. Cell line: MALME-3M. Synergy scores: CSS=27.6, Synergy_ZIP=0.0176, Synergy_Bliss=1.98, Synergy_Loewe=3.35, Synergy_HSA=2.94. (3) Drug 1: CC1=C(C(CCC1)(C)C)C=CC(=CC=CC(=CC(=O)O)C)C. Drug 2: CC12CCC3C(C1CCC2OP(=O)(O)O)CCC4=C3C=CC(=C4)OC(=O)N(CCCl)CCCl.[Na+]. Cell line: NCI-H226. Synergy scores: CSS=15.6, Synergy_ZIP=-3.88, Synergy_Bliss=-4.00, Synergy_Loewe=-5.82, Synergy_HSA=-4.90. (4) Drug 1: CC1C(C(CC(O1)OC2CC(CC3=C2C(=C4C(=C3O)C(=O)C5=C(C4=O)C(=CC=C5)OC)O)(C(=O)C)O)N)O.Cl. Drug 2: CCCCC(=O)OCC(=O)C1(CC(C2=C(C1)C(=C3C(=C2O)C(=O)C4=C(C3=O)C=CC=C4OC)O)OC5CC(C(C(O5)C)O)NC(=O)C(F)(F)F)O. Cell line: HL-60(TB). Synergy scores: CSS=21.3, Synergy_ZIP=-1.71, Synergy_Bliss=-2.15, Synergy_Loewe=-41.4, Synergy_HSA=-1.27. (5) Drug 1: COC1=CC(=CC(=C1O)OC)C2C3C(COC3=O)C(C4=CC5=C(C=C24)OCO5)OC6C(C(C7C(O6)COC(O7)C8=CC=CS8)O)O. Drug 2: CC1CCC2CC(C(=CC=CC=CC(CC(C(=O)C(C(C(=CC(C(=O)CC(OC(=O)C3CCCCN3C(=O)C(=O)C1(O2)O)C(C)CC4CCC(C(C4)OC)OCCO)C)C)O)OC)C)C)C)OC. Cell line: NCI-H226. Synergy scores: CSS=37.0, Synergy_ZIP=-0.354, Synergy_Bliss=4.82, Synergy_Loewe=8.83, Synergy_HSA=9.49. (6) Drug 1: CC1=C2C(C(=O)C3(C(CC4C(C3C(C(C2(C)C)(CC1OC(=O)C(C(C5=CC=CC=C5)NC(=O)OC(C)(C)C)O)O)OC(=O)C6=CC=CC=C6)(CO4)OC(=O)C)O)C)O. Synergy scores: CSS=67.1, Synergy_ZIP=-3.27, Synergy_Bliss=-4.83, Synergy_Loewe=-1.96, Synergy_HSA=-1.75. Cell line: MDA-MB-231. Drug 2: B(C(CC(C)C)NC(=O)C(CC1=CC=CC=C1)NC(=O)C2=NC=CN=C2)(O)O. (7) Drug 1: C1=NC2=C(N=C(N=C2N1C3C(C(C(O3)CO)O)O)F)N. Drug 2: C(=O)(N)NO. Cell line: SK-MEL-5. Synergy scores: CSS=3.91, Synergy_ZIP=2.30, Synergy_Bliss=7.81, Synergy_Loewe=-2.49, Synergy_HSA=2.39.